Dataset: Full USPTO retrosynthesis dataset with 1.9M reactions from patents (1976-2016). Task: Predict the reactants needed to synthesize the given product. (1) The reactants are: [NH2:1][C:2]1[C:19]([OH:20])=[CH:18][C:5]2[CH2:6][CH2:7][N:8](C(OC(C)(C)C)=[O:12])[CH2:9][CH2:10][C:4]=2[CH:3]=1.[CH3:21][N:22]1[C:26]([C:27](Cl)=[O:28])=[CH:25][C:24]([CH3:30])=[N:23]1.CN(C)C=O. Given the product [CH3:21][N:22]1[C:26]([C:27]2[O:20][C:19]3[C:2]([N:1]=2)=[CH:3][C:4]2[CH2:10][CH2:9][NH:8][CH2:7][CH2:6][C:5]=2[CH:18]=3)=[CH:25][C:24]([CH3:30])=[N:23]1.[CH3:21][N:22]1[C:26]([C:27]([OH:12])=[O:28])=[CH:25][C:24]([CH3:30])=[N:23]1, predict the reactants needed to synthesize it. (2) Given the product [Br:1][C:2]1[CH:7]=[CH:6][C:5]([CH2:8][C:9]([N:15]([CH3:16])[CH3:14])=[O:11])=[CH:4][CH:3]=1, predict the reactants needed to synthesize it. The reactants are: [Br:1][C:2]1[CH:7]=[CH:6][C:5]([CH2:8][C:9]([OH:11])=O)=[CH:4][CH:3]=1.C1[CH2:16][N:15]([P+](ON2N=NC3C=CC=CC2=3)(N2CCCC2)N2CCCC2)[CH2:14]C1.F[P-](F)(F)(F)(F)F.CNC. (3) Given the product [NH2:21][C@H:11]([C:12]1[CH:17]=[CH:16][C:15]([S:18][CH2:19][CH3:20])=[CH:14][N:13]=1)[CH2:10][CH2:9][OH:8], predict the reactants needed to synthesize it. The reactants are: [Si]([O:8][CH2:9][CH2:10][C@H:11]([NH:21][S@@](C(C)(C)C)=O)[C:12]1[CH:17]=[CH:16][C:15]([S:18][CH2:19][CH3:20])=[CH:14][N:13]=1)(C(C)(C)C)(C)C.Cl.O1CCOCC1. (4) Given the product [CH3:13][O:14][C:15]([CH:17]1[CH2:22][CH2:21][N:20]([C:2]2[NH:10][C:9]3[C:4](=[N:5][CH:6]=[CH:7][CH:8]=3)[C:3]=2[C:11]#[N:12])[CH2:19][CH2:18]1)=[O:16], predict the reactants needed to synthesize it. The reactants are: Cl[C:2]1[NH:10][C:9]2[C:4](=[N:5][CH:6]=[CH:7][CH:8]=2)[C:3]=1[C:11]#[N:12].[CH3:13][O:14][C:15]([CH:17]1[CH2:22][CH2:21][NH:20][CH2:19][CH2:18]1)=[O:16]. (5) Given the product [Br:9][C:4]1[C:5]([OH:8])=[N:6][CH:7]=[C:2]([Cl:1])[CH:3]=1, predict the reactants needed to synthesize it. The reactants are: [Cl:1][C:2]1[CH:3]=[CH:4][C:5]([OH:8])=[N:6][CH:7]=1.[Br:9]Br.C(OCC)(=O)C.O. (6) Given the product [CH3:13][O:12][C:11]([NH:10][C@H:3]([C:4]1[CH:5]=[CH:6][CH:7]=[CH:8][CH:9]=1)[C:2]([N:15]1[CH2:19][CH2:18][CH2:17][C@H:16]1[C:20]1[NH:21][C:22]([C:25]2[CH:30]=[CH:29][C:28]([C:31]3[S:35][C:34]4[CH:36]=[C:37]([C:54]5[N:53]=[C:52]([C@@H:55]6[CH2:59][CH2:58][CH2:57][N:56]6[C:60]([O:62][C:63]([CH3:66])([CH3:65])[CH3:64])=[O:61])[NH:51][CH:50]=5)[CH:38]=[CH:39][C:33]=4[CH:32]=3)=[CH:27][CH:26]=2)=[CH:23][N:24]=1)=[O:1])=[O:14], predict the reactants needed to synthesize it. The reactants are: [O:1]=[C:2]([N:15]1[CH2:19][CH2:18][CH2:17][C@H:16]1[C:20]1[NH:21][C:22]([C:25]2[CH:30]=[CH:29][C:28]([C:31]3[S:35][C:34]4[CH:36]=[C:37](B5OC(C)(C)C(C)(C)O5)[CH:38]=[CH:39][C:33]=4[CH:32]=3)=[CH:27][CH:26]=2)=[CH:23][N:24]=1)[C@H:3]([NH:10][C:11](=[O:14])[O:12][CH3:13])[C:4]1[CH:9]=[CH:8][CH:7]=[CH:6][CH:5]=1.Br[C:50]1[N:51]=[C:52]([C@@H:55]2[CH2:59][CH2:58][CH2:57][N:56]2[C:60]([O:62][C:63]([CH3:66])([CH3:65])[CH3:64])=[O:61])[NH:53][CH:54]=1.C(=O)([O-])[O-].[K+].[K+].C(COC)OC.